From a dataset of Full USPTO retrosynthesis dataset with 1.9M reactions from patents (1976-2016). Predict the reactants needed to synthesize the given product. (1) Given the product [CH:17]1([C:23]2[C:31]3[C:26](=[CH:27][C:28]([C:32]([OH:34])=[O:33])=[CH:29][CH:30]=3)[N:25]([CH2:35][C:36]([N:38]3[CH2:39][CH2:40][O:41][CH2:42][CH2:43]3)=[O:37])[C:24]=2[C:2]2[CH:3]=[C:4]3[C:9](=[CH:10][CH:11]=2)[N:8]=[C:7]([C:12]2[S:16][CH:15]=[N:14][CH:13]=2)[CH:6]=[CH:5]3)[CH2:22][CH2:21][CH2:20][CH2:19][CH2:18]1, predict the reactants needed to synthesize it. The reactants are: Br[C:2]1[CH:3]=[C:4]2[C:9](=[CH:10][CH:11]=1)[N:8]=[C:7]([C:12]1[S:16][CH:15]=[N:14][CH:13]=1)[CH:6]=[CH:5]2.[CH:17]1([C:23]2[C:31]3[C:26](=[CH:27][C:28]([C:32]([OH:34])=[O:33])=[CH:29][CH:30]=3)[N:25]([CH2:35][C:36]([N:38]3[CH2:43][CH2:42][O:41][CH2:40][CH2:39]3)=[O:37])[C:24]=2B2OC(C)(C)C(C)(C)O2)[CH2:22][CH2:21][CH2:20][CH2:19][CH2:18]1. (2) Given the product [P:23]([O:28][CH2:29][CH3:30])([O:25][CH2:26][CH3:27])([O:1][C:2]1[CH:3]=[CH:4][C:5](/[CH:6]=[C:7]2/[C:8](=[O:20])[NH:9][C:10]3[C:15]/2=[CH:14][C:13]([O:16][CH3:17])=[C:12]([O:18][CH3:19])[CH:11]=3)=[CH:21][CH:22]=1)=[O:24], predict the reactants needed to synthesize it. The reactants are: [OH:1][C:2]1[CH:22]=[CH:21][C:5](/[CH:6]=[C:7]2/[C:8](=[O:20])[NH:9][C:10]3[C:15]/2=[CH:14][C:13]([O:16][CH3:17])=[C:12]([O:18][CH3:19])[CH:11]=3)=[CH:4][CH:3]=1.[P:23](Cl)([O:28][CH2:29][CH3:30])([O:25][CH2:26][CH3:27])=[O:24]. (3) Given the product [NH2:17][C:13]1[N:12]=[C:11]([N:8]2[C:9]3[C:5](=[CH:4][CH:3]=[C:2]([C:53]#[C:52][C:50]([C:48]4[O:49][C:45]([CH3:44])=[N:46][N:47]=4)([OH:58])[CH3:51])[CH:10]=3)[C:6]([C:18]([N:20]3[CH2:25][CH2:24][O:23][CH2:22][CH2:21]3)=[O:19])=[N:7]2)[CH:16]=[CH:15][N:14]=1, predict the reactants needed to synthesize it. The reactants are: I[C:2]1[CH:10]=[C:9]2[C:5]([C:6]([C:18]([N:20]3[CH2:25][CH2:24][O:23][CH2:22][CH2:21]3)=[O:19])=[N:7][N:8]2[C:11]2[CH:16]=[CH:15][N:14]=[C:13]([NH2:17])[N:12]=2)=[CH:4][CH:3]=1.CCCC[N+](CCCC)(CCCC)CCCC.[F-].[CH3:44][C:45]1[O:49][C:48]([C:50]([OH:58])([C:52]#[C:53][Si](C)(C)C)[CH3:51])=[N:47][N:46]=1. (4) Given the product [CH3:1][S:2]([C:5]1[CH:6]=[CH:7][C:8]([CH2:9][O:10][C:11](=[O:38])[C:12]2[CH:13]=[CH:14][C:15]([CH2:18][N:19]3[CH2:23][C:22](=[O:24])[NH:21][S:20]3(=[O:36])=[O:37])=[CH:16][CH:17]=2)=[CH:39][CH:40]=1)(=[O:4])=[O:3], predict the reactants needed to synthesize it. The reactants are: [CH3:1][S:2]([C:5]1[CH:40]=[CH:39][C:8]([CH2:9][O:10][C:11](=[O:38])[C:12]2[CH:17]=[CH:16][C:15]([CH2:18][N:19]3[CH2:23][C:22](=[O:24])[N:21](CC4C=CC(OC)=CC=4OC)[S:20]3(=[O:37])=[O:36])=[CH:14][CH:13]=2)=[CH:7][CH:6]=1)(=[O:4])=[O:3].C(Cl)Cl. (5) Given the product [CH2:1]([C:8]1[CH:20]=[C:12]([CH2:13][N:14]2[CH2:19][CH2:18][O:17][CH2:16][CH2:15]2)[C:11]([O:21][CH3:22])=[C:10]([C:24](=[O:26])[CH3:25])[CH:9]=1)[C:2]1[CH:7]=[CH:6][CH:5]=[CH:4][CH:3]=1, predict the reactants needed to synthesize it. The reactants are: [CH2:1]([C:8]1[CH:9]=[C:10](Br)[C:11]([O:21][CH3:22])=[C:12]([CH:20]=1)[CH2:13][N:14]1[CH2:19][CH2:18][O:17][CH2:16][CH2:15]1)[C:2]1[CH:7]=[CH:6][CH:5]=[CH:4][CH:3]=1.[C:24]([O-])(=[O:26])[CH3:25].[Tl+].C1(P(C2C=CC=CC=2)CCCP(C2C=CC=CC=2)C2C=CC=CC=2)C=CC=CC=1.C(N(CC)CC)C.C(OCCCC)=C. (6) Given the product [Cl:19][CH2:18][CH2:17][CH2:16][O:12][C:4]1[CH:5]=[C:6]([N+:9]([O-:11])=[O:10])[CH:7]=[CH:8][C:3]=1[O:2][CH3:1], predict the reactants needed to synthesize it. The reactants are: [CH3:1][O:2][C:3]1[CH:8]=[CH:7][C:6]([N+:9]([O-:11])=[O:10])=[CH:5][C:4]=1[OH:12].[OH-].[Na+].Br[CH2:16][CH2:17][CH2:18][Cl:19]. (7) Given the product [Br:19][C:20]1[CH:21]=[N:22][CH:23]=[C:24]([CH:28]=1)[C:25]([N:13]1[CH2:14][C:15]([F:18])([F:17])[CH2:16][CH:11]([C:9]([NH:8][C:5]2[CH:4]=[CH:3][C:2]([Cl:1])=[CH:7][CH:6]=2)=[O:10])[CH2:12]1)=[O:26], predict the reactants needed to synthesize it. The reactants are: [Cl:1][C:2]1[CH:7]=[CH:6][C:5]([NH:8][C:9]([CH:11]2[CH2:16][C:15]([F:18])([F:17])[CH2:14][NH:13][CH2:12]2)=[O:10])=[CH:4][CH:3]=1.[Br:19][C:20]1[CH:21]=[N:22][CH:23]=[C:24]([CH:28]=1)[C:25](O)=[O:26].Cl.CN(C)CCCN=C=NCC.C(N(CC)C(C)C)(C)C. (8) Given the product [CH2:8]([O:12][C:13]1[N:21]=[C:20]2[C:16]([N:17]=[C:18]([O:22][CH3:23])[N:19]2[CH2:36][CH2:37][CH:38]2[CH2:43][CH2:42][CH2:41][O:40][CH2:39]2)=[C:15]([NH2:24])[N:14]=1)[CH2:9][CH2:10][CH3:11], predict the reactants needed to synthesize it. The reactants are: FC(F)(F)C(O)=O.[CH2:8]([O:12][C:13]1[N:21]=[C:20]2[C:16]([N:17]=[C:18]([O:22][CH3:23])[NH:19]2)=[C:15]([NH2:24])[N:14]=1)[CH2:9][CH2:10][CH3:11].C(=O)([O-])[O-].[K+].[K+].CS(O[CH2:36][CH2:37][CH:38]1[CH2:43][CH2:42][CH2:41][O:40][CH2:39]1)(=O)=O.O. (9) Given the product [C:20]([O:19][C:17]([N:15]1[CH2:14][CH:13]([C:12]([C:9]2[CH:10]=[C:11]3[C:6](=[CH:7][CH:8]=2)[N:5]=[C:4]([O:25][CH3:26])[C:3]([CH2:27][C:28]2[CH:33]=[CH:32][C:31]([C:34]([F:37])([F:36])[F:35])=[CH:30][CH:29]=2)=[C:2]3[Cl:1])=[O:24])[CH2:16]1)=[O:18])([CH3:23])([CH3:21])[CH3:22], predict the reactants needed to synthesize it. The reactants are: [Cl:1][C:2]1[C:11]2[C:6](=[CH:7][CH:8]=[C:9]([CH:12]([OH:24])[CH:13]3[CH2:16][N:15]([C:17]([O:19][C:20]([CH3:23])([CH3:22])[CH3:21])=[O:18])[CH2:14]3)[CH:10]=2)[N:5]=[C:4]([O:25][CH3:26])[C:3]=1[CH2:27][C:28]1[CH:33]=[CH:32][C:31]([C:34]([F:37])([F:36])[F:35])=[CH:30][CH:29]=1.O1CCOCC1. (10) Given the product [Cl:1][C:2]1[CH:15]=[C:14]([CH:13]=[CH:12][C:3]=1[O:4][C:5]1[CH:10]=[CH:9][CH:8]=[C:7]([O:11][CH2:20][CH:21]=[C:22]([CH3:24])[CH3:23])[CH:6]=1)[NH2:16], predict the reactants needed to synthesize it. The reactants are: [Cl:1][C:2]1[CH:15]=[C:14]([N+:16]([O-])=O)[CH:13]=[CH:12][C:3]=1[O:4][C:5]1[CH:6]=[C:7]([OH:11])[CH:8]=[CH:9][CH:10]=1.Br[CH2:20][CH:21]=[C:22]([CH3:24])[CH3:23].C(=O)([O-])[O-].[Cs+].[Cs+].[Cl-].[Ca+2].[Cl-].